Dataset: Peptide-MHC class I binding affinity with 185,985 pairs from IEDB/IMGT. Task: Regression. Given a peptide amino acid sequence and an MHC pseudo amino acid sequence, predict their binding affinity value. This is MHC class I binding data. (1) The peptide sequence is PYDCKELRL. The MHC is HLA-A02:03 with pseudo-sequence HLA-A02:03. The binding affinity (normalized) is 0.0847. (2) The MHC is Mamu-A11 with pseudo-sequence Mamu-A11. The binding affinity (normalized) is 0.658. The peptide sequence is WDEWVVEVL. (3) The peptide sequence is ISYGGGWKL. The MHC is HLA-B15:17 with pseudo-sequence HLA-B15:17. The binding affinity (normalized) is 1.00.